From a dataset of Catalyst prediction with 721,799 reactions and 888 catalyst types from USPTO. Predict which catalyst facilitates the given reaction. (1) Reactant: [F:1][C:2]([F:50])([F:49])[C:3]1[CH:4]=[C:5]([CH:42]=[C:43]([C:45]([F:48])([F:47])[F:46])[CH:44]=1)[CH2:6][N:7]([CH2:20][C:21]1[CH:26]=[C:25]([C:27]([F:30])([F:29])[F:28])[CH:24]=[CH:23][C:22]=1[N:31]([CH2:40][CH3:41])[C:32]1[O:33][CH2:34][C@@H:35]([C:37]([OH:39])=[O:38])[N:36]=1)[C:8]1[N:13]=[CH:12][C:11]([N:14]2[CH2:19][CH2:18][O:17][CH2:16][CH2:15]2)=[CH:10][N:9]=1.[OH-].[Na+:52]. Product: [Na+:52].[F:48][C:45]([F:46])([F:47])[C:43]1[CH:42]=[C:5]([CH:4]=[C:3]([C:2]([F:1])([F:49])[F:50])[CH:44]=1)[CH2:6][N:7]([CH2:20][C:21]1[CH:26]=[C:25]([C:27]([F:29])([F:30])[F:28])[CH:24]=[CH:23][C:22]=1[N:31]([CH2:40][CH3:41])[C:32]1[O:33][CH2:34][C@@H:35]([C:37]([O-:39])=[O:38])[N:36]=1)[C:8]1[N:13]=[CH:12][C:11]([N:14]2[CH2:15][CH2:16][O:17][CH2:18][CH2:19]2)=[CH:10][N:9]=1. The catalyst class is: 8. (2) Reactant: [CH2:1]([O:3][C:4](=[O:16])[CH2:5][C:6]1[CH:11]=[CH:10][CH:9]=[C:8]([O:12][CH2:13][O:14][CH3:15])[CH:7]=1)[CH3:2].[H-].[Na+].I[CH3:20]. Product: [CH2:1]([O:3][C:4](=[O:16])[CH:5]([C:6]1[CH:11]=[CH:10][CH:9]=[C:8]([O:12][CH2:13][O:14][CH3:15])[CH:7]=1)[CH3:20])[CH3:2]. The catalyst class is: 3. (3) Reactant: [F:1][C:2]([F:12])([F:11])[C:3]1[CH:4]=[C:5]([CH:8]=[CH:9][CH:10]=1)[CH2:6][NH2:7].[Cl:13][C:14]1[CH:19]=[CH:18][C:17]([C:20]2[C:24]([CH2:25][CH2:26][C:27](O)=[O:28])=[CH:23][O:22][N:21]=2)=[CH:16][CH:15]=1.O.ON1C2C=CC=CC=2N=N1.Cl.C(N=C=NCCCN(C)C)C. Product: [F:1][C:2]([F:11])([F:12])[C:3]1[CH:4]=[C:5]([CH:8]=[CH:9][CH:10]=1)[CH2:6][NH:7][C:27](=[O:28])[CH2:26][CH2:25][C:24]1[C:20]([C:17]2[CH:18]=[CH:19][C:14]([Cl:13])=[CH:15][CH:16]=2)=[N:21][O:22][CH:23]=1. The catalyst class is: 145. (4) The catalyst class is: 137. Product: [Cl:29][C:25]1[CH:24]=[C:23]([N:9]([CH:10]2[CH2:15][CH2:14][CH2:13][NH:12][CH2:11]2)[CH2:8][CH2:7][CH2:6][NH:5][C:3](=[O:4])[O:2][CH3:1])[CH:28]=[CH:27][CH:26]=1. Reactant: [CH3:1][O:2][C:3]([NH:5][CH2:6][CH2:7][CH2:8][N:9]([C:23]1[CH:28]=[CH:27][CH:26]=[C:25]([Cl:29])[CH:24]=1)[CH:10]1[CH2:15][CH2:14][CH2:13][N:12](C(OC(C)(C)C)=O)[CH2:11]1)=[O:4].C(=O)(O)[O-].[Na+]. (5) Reactant: [CH3:1][C:2]1[S:6][C:5]([C:7]2[CH:12]=[CH:11][CH:10]=[CH:9][CH:8]=2)=[N:4][C:3]=1[CH2:13][O:14][C:15]1[CH:30]=[CH:29][C:18]([CH2:19][O:20][C:21]2[N:28]=[CH:27][CH:26]=[CH:25][C:22]=2[CH:23]=[O:24])=[CH:17][CH:16]=1.O1CCCC1.C(O)C.[BH4-].[Na+]. Product: [CH3:1][C:2]1[S:6][C:5]([C:7]2[CH:8]=[CH:9][CH:10]=[CH:11][CH:12]=2)=[N:4][C:3]=1[CH2:13][O:14][C:15]1[CH:30]=[CH:29][C:18]([CH2:19][O:20][C:21]2[C:22]([CH2:23][OH:24])=[CH:25][CH:26]=[CH:27][N:28]=2)=[CH:17][CH:16]=1. The catalyst class is: 6. (6) Product: [CH2:27]([C:29]1[CH:30]=[N:31][N:32]([CH2:35][C:36]([OH:38])=[O:37])[C:33]=1[O:1][CH2:2][CH2:3][N:4]1[CH:8]=[C:7]([C:9]([NH:11][CH2:12][C:13]2[CH:18]=[CH:17][C:16]([C:19]([F:20])([F:22])[F:21])=[CH:15][CH:14]=2)=[O:10])[C:6]([O:23][CH:24]([CH3:26])[CH3:25])=[N:5]1)[CH3:28]. The catalyst class is: 7. Reactant: [OH:1][CH2:2][CH2:3][N:4]1[CH:8]=[C:7]([C:9]([NH:11][CH2:12][C:13]2[CH:18]=[CH:17][C:16]([C:19]([F:22])([F:21])[F:20])=[CH:15][CH:14]=2)=[O:10])[C:6]([O:23][CH:24]([CH3:26])[CH3:25])=[N:5]1.[CH2:27]([C:29]1[CH:30]=[N:31][N:32]([CH2:35][C:36]([O:38]CC)=[O:37])[C:33]=1O)[CH3:28].C(P(CCCC)CCCC)CCC.N(C(N1CCCCC1)=O)=NC(N1CCCCC1)=O.O1CCCC1CO.[OH-].[Na+].Cl.